Dataset: Forward reaction prediction with 1.9M reactions from USPTO patents (1976-2016). Task: Predict the product of the given reaction. (1) Given the reactants [Cl:1][C:2]1[CH:3]=[CH:4][C:5]2[N:11]3[C:12]([C:15]#[N:16])=[CH:13][CH:14]=[C:10]3[C@@H:9]([CH2:17][CH2:18][C:19]([O:21]C)=[O:20])[O:8][C@H:7]([C:23]3[CH:28]=[CH:27][CH:26]=[C:25]([O:29][CH3:30])[C:24]=3[O:31][CH3:32])[C:6]=2[CH:33]=1.[OH-:34].[Na+], predict the reaction product. The product is: [NH2:16][C:15]([C:12]1[N:11]2[C:5]3[CH:4]=[CH:3][C:2]([Cl:1])=[CH:33][C:6]=3[C@@H:7]([C:23]3[CH:28]=[CH:27][CH:26]=[C:25]([O:29][CH3:30])[C:24]=3[O:31][CH3:32])[O:8][C@H:9]([CH2:17][CH2:18][C:19]([OH:21])=[O:20])[C:10]2=[CH:14][CH:13]=1)=[O:34]. (2) Given the reactants [NH2:1][C:2]1[CH:7]=[CH:6][C:5]([CH:8]([CH2:17][CH:18]2[CH2:22][CH2:21][CH2:20][CH2:19]2)[C:9]([NH:11][C:12]2[S:13][CH:14]=[CH:15][N:16]=2)=[O:10])=[CH:4][CH:3]=1.C(N(CC)C(C)C)(C)C.[C:32](Cl)(=[O:39])[C:33]1[CH:38]=[CH:37][N:36]=[CH:35][CH:34]=1, predict the reaction product. The product is: [CH:18]1([CH2:17][CH:8]([C:5]2[CH:4]=[CH:3][C:2]([NH:1][C:32](=[O:39])[C:33]3[CH:38]=[CH:37][N:36]=[CH:35][CH:34]=3)=[CH:7][CH:6]=2)[C:9](=[O:10])[NH:11][C:12]2[S:13][CH:14]=[CH:15][N:16]=2)[CH2:22][CH2:21][CH2:20][CH2:19]1.